From a dataset of Reaction yield outcomes from USPTO patents with 853,638 reactions. Predict the reaction yield, written as a fraction of the theoretical maximum amount of product (1.0 means a 100% yield; for example, 0.34 means a 34% yield). (1) The yield is 0.340. The catalyst is O1CCOCC1.C1C=CC([P]([Pd]([P](C2C=CC=CC=2)(C2C=CC=CC=2)C2C=CC=CC=2)([P](C2C=CC=CC=2)(C2C=CC=CC=2)C2C=CC=CC=2)[P](C2C=CC=CC=2)(C2C=CC=CC=2)C2C=CC=CC=2)(C2C=CC=CC=2)C2C=CC=CC=2)=CC=1. The reactants are Cl[C:2]1[N:7]=[C:6]([NH:8][C:9]2[CH:14]=[CH:13][C:12]([S:15]([NH:18][CH3:19])(=[O:17])=[O:16])=[CH:11][CH:10]=2)[CH:5]=[C:4]([N:20]2[CH2:24][CH2:23][CH2:22][CH2:21]2)[CH:3]=1.C(=O)([O-])[O-].[Na+].[Na+].[F:31][C:32]([F:44])([F:43])[O:33][C:34]1[CH:39]=[CH:38][C:37](B(O)O)=[CH:36][CH:35]=1.O. The product is [CH3:19][NH:18][S:15]([C:12]1[CH:13]=[CH:14][C:9]([NH:8][C:6]2[CH:5]=[C:4]([N:20]3[CH2:24][CH2:23][CH2:22][CH2:21]3)[CH:3]=[C:2]([C:37]3[CH:36]=[CH:35][C:34]([O:33][C:32]([F:31])([F:43])[F:44])=[CH:39][CH:38]=3)[N:7]=2)=[CH:10][CH:11]=1)(=[O:17])=[O:16]. (2) The reactants are [O:1]=[C:2]1[NH:19][C:18](=[O:20])[CH2:17][C:4]2([CH2:9][CH2:8][N:7]([C:10](OC(C)(C)C)=O)[CH2:6][CH2:5]2)[CH2:3]1.[Cl:21][C:22]1[CH:23]=[CH:24][C:25]([CH2:28][O:29][C:30]2[CH:35]=[CH:34][N:33]([C:36]3[CH:37]=[N:38]C(F)=[CH:40][CH:41]=3)[C:32](=[O:43])[CH:31]=2)=[N:26][CH:27]=1.C([O-])([O-])=O.[K+].[K+]. The catalyst is C(O)(C(F)(F)F)=O.C(Cl)Cl.CS(C)=O. The product is [Cl:21][C:22]1[CH:23]=[CH:24][C:25]([CH2:28][O:29][C:30]2[CH:35]=[CH:34][N:33]([C:36]3[CH:37]=[N:38][C:10]([N:7]4[CH2:6][CH2:5][C:4]5([CH2:17][C:18](=[O:20])[NH:19][C:2](=[O:1])[CH2:3]5)[CH2:9][CH2:8]4)=[CH:40][CH:41]=3)[C:32](=[O:43])[CH:31]=2)=[N:26][CH:27]=1. The yield is 0.0500. (3) The reactants are [N:1]1[CH2:6][CH2:5][CH2:4][NH:3][C:2]=1[NH:7][CH2:8][CH2:9][CH2:10][O:11][C:12]1[CH:13]=[CH:14][C:15]2[CH2:21][CH:20]([CH2:22][C:23]([O:25]CC)=[O:24])[C:19]3[CH:28]=[CH:29][CH:30]=[CH:31][C:18]=3[CH2:17][C:16]=2[CH:32]=1.O.[OH-].[Li+].C1COCC1. The catalyst is O. The product is [N:1]1[CH2:6][CH2:5][CH2:4][NH:3][C:2]=1[NH:7][CH2:8][CH2:9][CH2:10][O:11][C:12]1[CH:13]=[CH:14][C:15]2[CH2:21][CH:20]([CH2:22][C:23]([OH:25])=[O:24])[C:19]3[CH:28]=[CH:29][CH:30]=[CH:31][C:18]=3[CH2:17][C:16]=2[CH:32]=1. The yield is 0.910. (4) The reactants are [CH2:1]([O:3][C:4](=[O:15])[C:5]([C:7]1[CH:12]=[CH:11][C:10](SC)=[CH:9][CH:8]=1)=[O:6])[CH3:2].O[O:17][S:18]([O-:20])=O.[K+].[CH3:22]O. The catalyst is O. The product is [CH2:1]([O:3][C:4](=[O:15])[C:5]([C:7]1[CH:12]=[CH:11][C:10]([S:18]([CH3:22])(=[O:20])=[O:17])=[CH:9][CH:8]=1)=[O:6])[CH3:2]. The yield is 0.210. (5) The reactants are [Cl:1][C:2]1[C:10]2[C:5](=[CH:6][CH:7]=[CH:8][CH:9]=2)[NH:4][C:3]=1[C:11]#[N:12].[C:13]([O:17][C:18]([NH:20][CH2:21][C:22]1[CH:27]=[CH:26][C:25](B(O)O)=[CH:24][CH:23]=1)=[O:19])([CH3:16])([CH3:15])[CH3:14].CS(C)=O.C(N(CC)C(C)C)(C)C. The catalyst is C([O-])(=O)C.[Cu+2].C([O-])(=O)C. The product is [C:13]([O:17][C:18](=[O:19])[NH:20][CH2:21][C:22]1[CH:23]=[CH:24][C:25]([N:4]2[C:5]3[C:10](=[CH:9][CH:8]=[CH:7][CH:6]=3)[C:2]([Cl:1])=[C:3]2[C:11]#[N:12])=[CH:26][CH:27]=1)([CH3:16])([CH3:14])[CH3:15]. The yield is 0.560.